This data is from Peptide-MHC class I binding affinity with 185,985 pairs from IEDB/IMGT. The task is: Regression. Given a peptide amino acid sequence and an MHC pseudo amino acid sequence, predict their binding affinity value. This is MHC class I binding data. (1) The peptide sequence is ALLGERPII. The MHC is HLA-B40:01 with pseudo-sequence HLA-B40:01. The binding affinity (normalized) is 0.0847. (2) The peptide sequence is ALFDRPAFK. The MHC is HLA-B45:06 with pseudo-sequence HLA-B45:06. The binding affinity (normalized) is 0.213. (3) The peptide sequence is TLELNMETL. The MHC is HLA-B58:01 with pseudo-sequence HLA-B58:01. The binding affinity (normalized) is 0.0847.